Dataset: Reaction yield outcomes from USPTO patents with 853,638 reactions. Task: Predict the reaction yield, written as a fraction of the theoretical maximum amount of product (1.0 means a 100% yield; for example, 0.34 means a 34% yield). (1) The catalyst is O1CCCC1. The product is [O:8]([C:15]1[CH:21]=[CH:20][CH:19]=[CH:18][C:16]=1[NH:17][S:2]([NH:5][C:6]([NH:31][C:32]1[S:33][CH:34]=[CH:35][N:36]=1)=[O:7])(=[O:4])=[O:3])[C:9]1[CH:10]=[CH:11][CH:12]=[CH:13][CH:14]=1. The reactants are Cl[S:2]([N:5]=[C:6]=[O:7])(=[O:4])=[O:3].[O:8]([C:15]1[CH:21]=[CH:20][CH:19]=[CH:18][C:16]=1[NH2:17])[C:9]1[CH:14]=[CH:13][CH:12]=[CH:11][CH:10]=1.CCN(C(C)C)C(C)C.[NH2:31][C:32]1[S:33][CH:34]=[CH:35][N:36]=1. The yield is 0.660. (2) The reactants are Cl[C:2]1[N:7]=[C:6]([C:8]([O:10][CH3:11])=[O:9])[CH:5]=[CH:4][N:3]=1.[F:12][C:13]1[CH:18]=[C:17](B(O)O)[CH:16]=[CH:15][N:14]=1.C(Cl)Cl.C(=O)([O-])[O-].[Na+].[Na+].[N+](=C)=[N-]. The catalyst is C1(C)C=CC=CC=1.C(O)C.O.C1C=CC(P(C2C=CC=CC=2)[C-]2C=CC=C2)=CC=1.C1C=CC(P(C2C=CC=CC=2)[C-]2C=CC=C2)=CC=1.Cl[Pd]Cl.[Fe+2]. The product is [F:12][C:13]1[CH:18]=[C:17]([C:2]2[N:7]=[C:6]([C:8]([O:10][CH3:11])=[O:9])[CH:5]=[CH:4][N:3]=2)[CH:16]=[CH:15][N:14]=1. The yield is 0.310. (3) The reactants are [F:1][C:2]1[CH:7]=[CH:6][C:5]([NH2:8])=[C:4]([CH3:9])[CH:3]=1.[Br:10][C:11]1[CH:12]=[C:13]([CH:16]=[CH:17][CH:18]=1)[CH:14]=O.[CH2:19]=[C:20]([CH3:22])[CH3:21].FC(F)(F)S([O-])(=O)=O.[Yb+3].FC(F)(F)S([O-])(=O)=O.FC(F)(F)S([O-])(=O)=O. The catalyst is C(#N)C.C(OCC)(=O)C. The product is [Br:10][C:11]1[CH:12]=[C:13]([CH:14]2[CH2:19][C:20]([CH3:22])([CH3:21])[C:6]3[C:5](=[C:4]([CH3:9])[CH:3]=[C:2]([F:1])[CH:7]=3)[NH:8]2)[CH:16]=[CH:17][CH:18]=1. The yield is 0.400.